Task: Predict which catalyst facilitates the given reaction.. Dataset: Catalyst prediction with 721,799 reactions and 888 catalyst types from USPTO (1) Reactant: CCCCCC.C([Li])CCC.[CH2:12]([O:19][C:20]1[CH:25]=[CH:24][CH:23]=[CH:22][C:21]=1Br)[C:13]1[CH:18]=[CH:17][CH:16]=[CH:15][CH:14]=1.[Cl:27][C:28]1[CH:35]=[CH:34][C:31]([CH:32]=[O:33])=[CH:30][CH:29]=1.O. Product: [CH2:12]([O:19][C:20]1[CH:25]=[CH:24][CH:23]=[CH:22][C:21]=1[CH:32]([C:31]1[CH:34]=[CH:35][C:28]([Cl:27])=[CH:29][CH:30]=1)[OH:33])[C:13]1[CH:18]=[CH:17][CH:16]=[CH:15][CH:14]=1. The catalyst class is: 1. (2) Reactant: [C:1](Cl)(Cl)=[O:2].C(N(CC)CC)C.ClC1C=CC(C2C(C3C=CC(Cl)=CC=3)NC(C3C=CC(OC)=CC=3OC)=N2)=CC=1.[CH3:41][N:42]1[CH2:47][CH2:46][NH:45][CH2:44][CH2:43]1.C(=O)(O)[O-].[Na+]. Product: [CH3:41][N:42]1[CH2:47][CH2:46][N:45]([CH:1]=[O:2])[CH2:44][CH2:43]1. The catalyst class is: 76. (3) Reactant: [O:1](S(C(F)(F)F)(=O)=O)[S:2]([C:5]([F:8])([F:7])[F:6])(=[O:4])=[O:3].[CH:16]([O:19][C:20]([C:22]1[C:23](=O)[NH:24][C:25]([N:30]2[CH2:35][CH2:34][CH:33]([C:36]([O:38][C:39]([CH3:42])([CH3:41])[CH3:40])=[O:37])[CH2:32][CH2:31]2)=[C:26]([C:28]#[N:29])[CH:27]=1)=[O:21])([CH3:18])[CH3:17].C([O-])(O)=O.[Na+]. Product: [C:39]([O:38][C:36]([CH:33]1[CH2:34][CH2:35][N:30]([C:25]2[C:26]([C:28]#[N:29])=[CH:27][C:22]([C:20]([O:19][CH:16]([CH3:17])[CH3:18])=[O:21])=[C:23]([O:1][S:2]([C:5]([F:8])([F:7])[F:6])(=[O:4])=[O:3])[N:24]=2)[CH2:31][CH2:32]1)=[O:37])([CH3:41])([CH3:42])[CH3:40]. The catalyst class is: 2. (4) Reactant: [F:1][C:2]1[CH:23]=[CH:22][C:5]([CH2:6][C:7]2[N:11]([CH:12]3[CH2:15][NH:14][CH2:13]3)[N:10]=[C:9]([C:16]3[CH:21]=[CH:20][N:19]=[CH:18][CH:17]=3)[CH:8]=2)=[CH:4][CH:3]=1.[CH3:24][S:25](Cl)(=[O:27])=[O:26].C(N(CC)CC)C. Product: [F:1][C:2]1[CH:23]=[CH:22][C:5]([CH2:6][C:7]2[N:11]([CH:12]3[CH2:13][N:14]([S:25]([CH3:24])(=[O:27])=[O:26])[CH2:15]3)[N:10]=[C:9]([C:16]3[CH:21]=[CH:20][N:19]=[CH:18][CH:17]=3)[CH:8]=2)=[CH:4][CH:3]=1. The catalyst class is: 2. (5) Reactant: C(OC([N:11]1[CH2:15][CH2:14][CH2:13][CH:12]1[CH:16]([NH:32][C:33]([O:35][C:36]([CH3:39])([CH3:38])[CH3:37])=[O:34])[C:17]1[CH:22]=[CH:21][C:20]([C:23](=[O:31])[NH:24][C:25]2[CH:30]=[CH:29][N:28]=[CH:27][CH:26]=2)=[CH:19][CH:18]=1)=O)C1C=CC=CC=1.[H][H]. Product: [C:36]([O:35][C:33](=[O:34])[NH:32][CH:16]([C:17]1[CH:22]=[CH:21][C:20]([C:23](=[O:31])[NH:24][C:25]2[CH:26]=[CH:27][N:28]=[CH:29][CH:30]=2)=[CH:19][CH:18]=1)[CH:12]1[CH2:13][CH2:14][CH2:15][NH:11]1)([CH3:39])([CH3:37])[CH3:38]. The catalyst class is: 19.